From a dataset of Catalyst prediction with 721,799 reactions and 888 catalyst types from USPTO. Predict which catalyst facilitates the given reaction. Reactant: [ClH:1].[CH2:2]([O:9][C:10]1[CH:15]=[CH:14][N:13]([C:16]2[CH:17]=[CH:18][C:19]3[C:28]4[CH2:27][CH2:26][N:25](C(OC(C)(C)C)=O)[CH2:24][CH2:23][C:22]=4[N:21]([CH3:36])[C:20]=3[N:37]=2)[C:12](=[O:38])[CH:11]=1)[C:3]1[CH:8]=[CH:7][CH:6]=[CH:5][CH:4]=1. Product: [ClH:1].[CH2:2]([O:9][C:10]1[CH:15]=[CH:14][N:13]([C:16]2[CH:17]=[CH:18][C:19]3[C:28]4[CH2:27][CH2:26][NH:25][CH2:24][CH2:23][C:22]=4[N:21]([CH3:36])[C:20]=3[N:37]=2)[C:12](=[O:38])[CH:11]=1)[C:3]1[CH:8]=[CH:7][CH:6]=[CH:5][CH:4]=1. The catalyst class is: 5.